From a dataset of Peptide-MHC class II binding affinity with 134,281 pairs from IEDB. Regression. Given a peptide amino acid sequence and an MHC pseudo amino acid sequence, predict their binding affinity value. This is MHC class II binding data. The peptide sequence is HWFSRENSYSGVEGEGL. The MHC is DRB1_0405 with pseudo-sequence DRB1_0405. The binding affinity (normalized) is 0.310.